From a dataset of Full USPTO retrosynthesis dataset with 1.9M reactions from patents (1976-2016). Predict the reactants needed to synthesize the given product. Given the product [C:1]([O:5][C:6]([N:8]1[CH2:13][CH2:12][N:11]([C:14]2[CH:15]=[CH:16][C:17]([NH:20][C:29]([NH:28][C:26]3[CH:27]=[C:22]([Cl:21])[CH:23]=[CH:24][C:25]=3[O:31][CH3:32])=[O:30])=[CH:18][CH:19]=2)[CH2:10][CH2:9]1)=[O:7])([CH3:4])([CH3:2])[CH3:3], predict the reactants needed to synthesize it. The reactants are: [C:1]([O:5][C:6]([N:8]1[CH2:13][CH2:12][N:11]([C:14]2[CH:19]=[CH:18][C:17]([NH2:20])=[CH:16][CH:15]=2)[CH2:10][CH2:9]1)=[O:7])([CH3:4])([CH3:3])[CH3:2].[Cl:21][C:22]1[CH:23]=[CH:24][C:25]([O:31][CH3:32])=[C:26]([N:28]=[C:29]=[O:30])[CH:27]=1.CO.